This data is from Full USPTO retrosynthesis dataset with 1.9M reactions from patents (1976-2016). The task is: Predict the reactants needed to synthesize the given product. (1) Given the product [NH2:21][C:22]1[C:27]([C:28]([NH:30][C:31]2[CH:36]=[CH:35][CH:34]=[CH:33][C:32]=2[O:37][CH3:38])=[O:29])=[C:26]([NH:1][C@H:2]([C:4]2[N:9]([C:10]3[CH:15]=[CH:14][CH:13]=[CH:12][CH:11]=3)[C:8](=[O:16])[C:7]3=[C:17]([CH3:20])[CH:18]=[CH:19][N:6]3[N:5]=2)[CH3:3])[N:25]=[CH:24][N:23]=1, predict the reactants needed to synthesize it. The reactants are: [NH2:1][C@H:2]([C:4]1[N:9]([C:10]2[CH:15]=[CH:14][CH:13]=[CH:12][CH:11]=2)[C:8](=[O:16])[C:7]2=[C:17]([CH3:20])[CH:18]=[CH:19][N:6]2[N:5]=1)[CH3:3].[NH2:21][C:22]1[C:27]([C:28]([NH:30][C:31]2[CH:36]=[CH:35][CH:34]=[CH:33][C:32]=2[O:37][CH3:38])=[O:29])=[C:26](Cl)[N:25]=[CH:24][N:23]=1.CCN(C(C)C)C(C)C.[F-].[Cs+]. (2) Given the product [Cl:1][C:2]1[CH:3]=[C:4]([CH2:14][O:15][C:16]2[CH:21]=[CH:20][C:19]([CH2:22][CH:23]([CH3:27])[C:24]([OH:26])=[O:25])=[CH:18][C:17]=2[F:28])[C:5]2[O:9][C:8]([CH3:11])([CH3:10])[CH:7]([OH:12])[C:6]=2[CH:13]=1, predict the reactants needed to synthesize it. The reactants are: [Cl:1][C:2]1[CH:3]=[C:4]([CH2:14][O:15][C:16]2[CH:21]=[CH:20][C:19]([CH2:22][CH:23]([CH3:27])[C:24]([OH:26])=[O:25])=[CH:18][C:17]=2[F:28])[C:5]2[O:9][C:8]([CH3:11])([CH3:10])[C:7](=[O:12])[C:6]=2[CH:13]=1.[BH4-].[Na+].O.